From a dataset of Reaction yield outcomes from USPTO patents with 853,638 reactions. Predict the reaction yield, written as a fraction of the theoretical maximum amount of product (1.0 means a 100% yield; for example, 0.34 means a 34% yield). (1) The catalyst is C1COCC1. The reactants are N(C(OC(C)(C)C)=O)=NC(OC(C)(C)C)=O.C1(P(C2C=CC=CC=2)C2C=CC=CC=2)C=CC=CC=1.[C:36]([O:40][C:41](=[O:47])[NH:42][CH:43]([CH3:46])[CH2:44]O)([CH3:39])([CH3:38])[CH3:37].[CH2:48]([O:50][C:51]([C:53]1[NH:54][N:55]=[C:56]([CH2:58][O:59][C:60]2[CH:65]=[CH:64][CH:63]=[CH:62][CH:61]=2)[CH:57]=1)=[O:52])[CH3:49]. The yield is 0.910. The product is [CH2:48]([O:50][C:51]([C:53]1[N:54]([CH2:44][CH:43]([NH:42][C:41]([O:40][C:36]([CH3:39])([CH3:38])[CH3:37])=[O:47])[CH3:46])[N:55]=[C:56]([CH2:58][O:59][C:60]2[CH:65]=[CH:64][CH:63]=[CH:62][CH:61]=2)[CH:57]=1)=[O:52])[CH3:49]. (2) The reactants are [H-].[Na+].[N:3]1[C:12]2[C:7](=[CH:8][CH:9]=[CH:10][C:11]=2[NH:13][CH:14]=O)[CH:6]=[CH:5][CH:4]=1.Cl[C:17]1[CH:22]=[CH:21][CH:20]=C[C:18]=1[N+:23]([O-:25])=[O:24].O. The catalyst is CN(C=O)C. The product is [N+:23]([C:18]1[CH:17]=[CH:22][CH:21]=[CH:20][C:14]=1[NH:13][C:11]1[CH:10]=[CH:9][CH:8]=[C:7]2[C:12]=1[N:3]=[CH:4][CH:5]=[CH:6]2)([O-:25])=[O:24]. The yield is 0.210. (3) The catalyst is O1CCOCC1. The reactants are [Si]([O:8][CH2:9][C:10]([NH:13][C:14]([C:16]1[C:20]2=[N:21][C:22]([C:25]3[C:33]4[C:28](=[CH:29][C:30]([CH3:34])=[CH:31][CH:32]=4)[N:27]([CH2:35][CH2:36][N:37]4[CH2:42][CH2:41][O:40][CH2:39][CH2:38]4)[N:26]=3)=[CH:23][N:24]=[C:19]2[N:18](C(C2C=CC=CC=2)(C2C=CC=CC=2)C2C=CC=CC=2)[CH:17]=1)=[O:15])([CH3:12])[CH3:11])(C(C)(C)C)(C)C.[ClH:62]. The yield is 0.640. The product is [ClH:62].[OH:8][CH2:9][C:10]([NH:13][C:14]([C:16]1[C:20]2=[N:21][C:22]([C:25]3[C:33]4[C:28](=[CH:29][C:30]([CH3:34])=[CH:31][CH:32]=4)[N:27]([CH2:35][CH2:36][N:37]4[CH2:38][CH2:39][O:40][CH2:41][CH2:42]4)[N:26]=3)=[CH:23][N:24]=[C:19]2[NH:18][CH:17]=1)=[O:15])([CH3:12])[CH3:11]. (4) No catalyst specified. The reactants are [CH2:1]([C:3]1[C:8](=[O:9])[NH:7][C:6]([CH3:10])=[C:5]([C:11]2[S:15][C:14]([S:16]([Cl:19])(=[O:18])=[O:17])=[CH:13][CH:12]=2)[CH:4]=1)[CH3:2].[N:20]1([CH:26]([C:29]2[CH:30]=[N:31][CH:32]=[CH:33][CH:34]=2)[CH2:27][NH2:28])[CH2:25][CH2:24][O:23][CH2:22][CH2:21]1. The product is [ClH:19].[ClH:19].[N:20]1([CH:26]([C:29]2[CH:30]=[N:31][CH:32]=[CH:33][CH:34]=2)[CH2:27][NH:28][S:16]([C:14]2[S:15][C:11]([C:5]3[CH:4]=[C:3]([CH2:1][CH3:2])[C:8](=[O:9])[NH:7][C:6]=3[CH3:10])=[CH:12][CH:13]=2)(=[O:18])=[O:17])[CH2:25][CH2:24][O:23][CH2:22][CH2:21]1. The yield is 0.550. (5) The reactants are [OH:1][C:2]1[CH:7]=[C:6]([OH:8])[CH:5]=[CH:4][C:3]=1[C@H:9]1[CH2:14][CH2:13][C@H:12]([CH2:15][C:16]([O:18]C)=[O:17])[CH2:11][CH2:10]1.[OH-].[Na+].Cl. The catalyst is C(OCC)(=O)C.O. The product is [OH:1][C:2]1[CH:7]=[C:6]([OH:8])[CH:5]=[CH:4][C:3]=1[C@H:9]1[CH2:10][CH2:11][C@H:12]([CH2:15][C:16]([OH:18])=[O:17])[CH2:13][CH2:14]1. The yield is 0.600. (6) The reactants are C(N(CC)CC)C.[C:16](O[C:16]([O:18][C:19]([CH3:22])([CH3:21])[CH3:20])=[O:17])([O:18][C:19]([CH3:22])([CH3:21])[CH3:20])=[O:17].[O:23]1CC[CH2:25][CH2:24]1.ClC1C=CC([C@H:35]2N3C(SC(C(N4C[C@H](F)C[C@H]4C(N4CC5(CC5)N(C(=O)C(F)(F)F)CC4)=O)=O)=C3C(C)C)=[N:37][C@:36]2([C:71]2[CH:72]=[N:73][C:74]([Cl:77])=[CH:75][CH:76]=2)[CH3:70])=CC=1F.C(OCC)(=[O:81])C. No catalyst specified. The product is [C:19]([O:18][C:16]([NH:37][C:36]([C:71]1[CH:72]=[N:73][C:74]([Cl:77])=[CH:75][CH:76]=1)([CH3:70])[C:35]([O:23][CH2:24][CH3:25])=[O:81])=[O:17])([CH3:20])([CH3:21])[CH3:22]. The yield is 0.840.